Task: Binary Classification. Given a miRNA mature sequence and a target amino acid sequence, predict their likelihood of interaction.. Dataset: Experimentally validated miRNA-target interactions with 360,000+ pairs, plus equal number of negative samples (1) The miRNA is hsa-miR-3922-5p with sequence UCAAGGCCAGAGGUCCCACAGCA. The protein sequence of the target gene is MFSFNMFDHPIPRVFQNRFSTQYRCFSVSMLAGPNDRSDVEKGGKIIMPPSALDQLSRLNITYPMLFKLTNKNSDRMTHCGVLEFVADEGICYLPHWMMQNLLLEEGGLVQVESVNLQVATYSKFQPQSPDFLDITNPKAVLENALRNFACLTTGDVIAINYNEKIYELRVMETKPDKAVSIIECDMNVDFDAPLGYKEPERPVQHEESIEGEADHSGYAGEVGFRAFSGSGNRLDGKKKGVEPSPSPIKPGDIKRGIPNYEFKLGKITFIRNSRPLVKKVEEDEAGGRFIAFSGEGQSL.... Result: 0 (no interaction). (2) The miRNA is hsa-miR-503-5p with sequence UAGCAGCGGGAACAGUUCUGCAG. The protein sequence of the target gene is MGSGGVVHCRCAKCFCYPTKRRIRRRPRNLTILSLPEDVLFHILKWLSVEDILAVRAVHSQLKDLVDNHASVWACASFQELWPSPGNLKLFERAAEKGNFEAAVKLGIAYLYNEGLSVSDEARAEVNGLKASRFFSLAERLNVGAAPFIWLFIRPPWSVSGSCCKAVVHESLRAECQLQRTHKASILHCLGRVLSLFEDEEKQQQAHDLFEEAAHQGCLTSSYLLWESDRRTDVSDPGRCLHSFRKLRDYAAKGCWEAQLSLAKACANANQLGLEVRASSEIVCQLFQASQAVSKQQVFS.... Result: 1 (interaction). (3) The protein sequence of the target gene is MGVNAVHWFRKGLRLHDNPALKECIQGADTIRCVYILDPWFAGSSNVGINRWRFLLQCLEDLDANLRKLNSRLFVIRGQPADVFPRLFKEWNITKLSIEYDSEPFGKERDAAIKKLATEAGVEVIVRISHTLYDLDKIIELNGGQPPLTYKRFQTLISKMEPLEIPVETITSEVIEKCTTPLSDDHDEKYGVPSLEELGFDTDGLSSAVWPGGETEALTRLERHLERKAWVANFERPRMNANSLLASPTGLSPYLRFGCLSCRLFYFKLTDLYKKVKKNSSPPLSLYGQLLWREFFYTAA.... Result: 0 (no interaction). The miRNA is hsa-miR-512-3p with sequence AAGUGCUGUCAUAGCUGAGGUC. (4) The miRNA is hsa-miR-496 with sequence UGAGUAUUACAUGGCCAAUCUC. The protein sequence of the target gene is MVDAGGVENITQLPQELPQMMAAAADGLGSIAIDTTQLNMSVTDPTAWATAMNNLGMVPVGLPGQQLVSDSICVPGFDPSLNMMTGITPINPMIPGLGLVPPPPPTEVAVVKEIIHCKSCTLFPQNPNLPPPSTRERPPGCKTVFVGGLPENATEEIIQEVFEQCGDITAIRKSKKNFCHIRFAEEFMVDKAIYLSGYRMRLGSSTDKKDSGRLHVDFAQARDDFYEWECKQRMRAREERHRRKLEEDRLRPPSPPAIMHYSEHEAALLAEKLKDDSKFSEAITVLLSWIERGEVNRRSA.... Result: 0 (no interaction). (5) The miRNA is rno-miR-23b-3p with sequence AUCACAUUGCCAGGGAUUACC. The protein sequence of the target gene is MVPHLLLLCLLPLVRATEPHEGRADEQSAEAALAVPNASHFFSWNNYTFSDWQNFVGRRRYGAESQNPTVKALLIVAYSFIIVFSLFGNVLVCHVIFKNQRMHSATSLFIVNLAVADIMITLLNTPFTLVRFVNSTWIFGKGMCHVSRFAQYCSLHVSALTLTAIAVDRHQVIMHPLKPRISITKGVIYIAVIWTMATFFSLPHAICQKLFTFKYSEDIVRSLCLPDFPEPADLFWKYLDLATFILLYILPLLIISVAYARVAKKLWLCNMIGDVTTEQYFALRRKKKKTIKMLMLVVVL.... Result: 0 (no interaction).